This data is from Full USPTO retrosynthesis dataset with 1.9M reactions from patents (1976-2016). The task is: Predict the reactants needed to synthesize the given product. (1) Given the product [F:41][CH:2]([F:1])[C:3]1[CH:12]=[C:11]2[C:6]([CH2:7][CH2:8][CH2:9][N:10]2[C:13]2[C:17]3[CH2:18][NH:19][CH2:20][CH2:21][C:16]=3[N:15]([CH:29]3[CH2:34][CH2:33][O:32][CH2:31][CH2:30]3)[N:14]=2)=[CH:5][C:4]=1[C:35]1[S:36][C:37]([CH3:40])=[CH:38][CH:39]=1, predict the reactants needed to synthesize it. The reactants are: [F:1][CH:2]([F:41])[C:3]1[CH:12]=[C:11]2[C:6]([CH2:7][CH2:8][CH2:9][N:10]2[C:13]2[C:17]3[CH2:18][N:19](C(OC(C)(C)C)=O)[CH2:20][CH2:21][C:16]=3[N:15]([CH:29]3[CH2:34][CH2:33][O:32][CH2:31][CH2:30]3)[N:14]=2)=[CH:5][C:4]=1[C:35]1[S:36][C:37]([CH3:40])=[CH:38][CH:39]=1.FC(F)(F)C(O)=O. (2) Given the product [CH2:1]([N:5]1[C:9]([CH2:10][O:11][C:12]2[CH:17]=[CH:16][CH:15]=[CH:14][C:13]=2[CH2:18][C@@H:19]([O:25][C:26]2[C:27]3[C:34]([C:35]4[CH:40]=[CH:39][C:38]([O:41][CH2:42][CH2:43][N:44]5[CH2:49][CH2:48][N:47]([CH3:50])[CH2:46][CH2:45]5)=[C:37]([Cl:51])[C:36]=4[CH3:52])=[C:33]([C:54]#[N:55])[S:32][C:28]=3[N:29]=[CH:30][N:31]=2)[C:20]([O:22][CH2:23][CH3:24])=[O:21])=[CH:8][CH:7]=[N:6]1)[CH2:2][CH2:3][CH3:4], predict the reactants needed to synthesize it. The reactants are: [CH2:1]([N:5]1[C:9]([CH2:10][O:11][C:12]2[CH:17]=[CH:16][CH:15]=[CH:14][C:13]=2[CH2:18][C@@H:19]([O:25][C:26]2[C:27]3[C:34]([C:35]4[CH:40]=[CH:39][C:38]([O:41][CH2:42][CH2:43][N:44]5[CH2:49][CH2:48][N:47]([CH3:50])[CH2:46][CH2:45]5)=[C:37]([Cl:51])[C:36]=4[CH3:52])=[C:33](I)[S:32][C:28]=3[N:29]=[CH:30][N:31]=2)[C:20]([O:22][CH2:23][CH3:24])=[O:21])=[CH:8][CH:7]=[N:6]1)[CH2:2][CH2:3][CH3:4].[C:54]([Cu])#[N:55]. (3) Given the product [Cl:33][CH2:34][CH2:35][CH2:36][N:10]1[C:11]2[C:7](=[CH:6][CH:5]=[CH:4][C:3]=2[O:2][CH3:1])[C:8]([C:18]([C:19]2[CH:24]=[CH:23][CH:22]=[CH:21][CH:20]=2)=[O:25])=[CH:9]1, predict the reactants needed to synthesize it. The reactants are: [CH3:1][O:2][C:3]1[CH:4]=[CH:5][CH:6]=[C:7]2[C:11]=1[NH:10][CH:9]=[CH:8]2.[Al](Cl)(CC)CC.[C:18](Cl)(=[O:25])[C:19]1[CH:24]=[CH:23][CH:22]=[CH:21][CH:20]=1.C([O-])([O-])=O.[Cs+].[Cs+].[Cl:33][CH2:34][CH2:35][CH2:36]I. (4) Given the product [CH2:29]([S:31]([C:34]1[CH:41]=[CH:40][C:37]([C:38]#[N:39])=[CH:36][C:35]=1[NH:12][N:13]1[C:22](=[O:23])[C:21]2[C:16](=[CH:17][CH:18]=[C:19]([O:24][C:25]([F:27])([F:26])[F:28])[CH:20]=2)[N:15]=[CH:14]1)(=[O:32])=[O:33])[CH3:30], predict the reactants needed to synthesize it. The reactants are: C(SC1C=CC(C#N)=CC=1[NH:12][N:13]1[C:22](=[O:23])[C:21]2[C:16](=[CH:17][CH:18]=[C:19]([O:24][C:25]([F:28])([F:27])[F:26])[CH:20]=2)[N:15]=[CH:14]1)C.[CH2:29]([S:31]([C:34]1[CH:41]=[CH:40][C:37]([C:38]#[N:39])=[CH:36][C:35]=1C)(=[O:33])=[O:32])[CH3:30]. (5) Given the product [CH3:13][O:14][C:15]1[CH:16]=[CH:17][C:18]([C:21]2[C:25]([C:26]([N:5]([C:3]([S:2][CH3:1])=[NH:4])[C:6](=[O:12])[O:7][C:8]([CH3:9])([CH3:11])[CH3:10])=[O:27])=[C:24]([CH3:29])[O:23][N:22]=2)=[CH:19][CH:20]=1, predict the reactants needed to synthesize it. The reactants are: [CH3:1][S:2][C:3]([NH:5][C:6](=[O:12])[O:7][C:8]([CH3:11])([CH3:10])[CH3:9])=[NH:4].[CH3:13][O:14][C:15]1[CH:20]=[CH:19][C:18]([C:21]2[C:25]([C:26](O)=[O:27])=[C:24]([CH3:29])[O:23][N:22]=2)=[CH:17][CH:16]=1.CCN=C=NCCCN(C)C.CCN(C(C)C)C(C)C.